This data is from Reaction yield outcomes from USPTO patents with 853,638 reactions. The task is: Predict the reaction yield, written as a fraction of the theoretical maximum amount of product (1.0 means a 100% yield; for example, 0.34 means a 34% yield). (1) The reactants are C[O-].[Na+].C1(C)C=CC=CC=1.[F:11][C:12]1[CH:17]=[CH:16][CH:15]=[CH:14][C:13]=1[CH2:18][C:19]#[N:20].Cl.[C:22](=O)([O:25]C)[O:23][CH3:24]. The catalyst is O. The product is [C:19]([CH:18]([C:13]1[CH:14]=[CH:15][CH:16]=[CH:17][C:12]=1[F:11])[C:22]([O:23][CH3:24])=[O:25])#[N:20]. The yield is 0.948. (2) The reactants are [H-].[Na+].[N:3]1[CH:8]=[CH:7][C:6]([OH:9])=[CH:5][CH:4]=1.C1(C)C=CC(S(O[CH2:20][C:21]([F:24])([F:23])[F:22])(=O)=O)=CC=1. The catalyst is CN(C=O)C.CCOC(C)=O. The product is [F:22][C:21]([F:24])([F:23])[CH2:20][O:9][C:6]1[CH:7]=[CH:8][N:3]=[CH:4][CH:5]=1. The yield is 0.0600. (3) The reactants are Br[C:2]1[N:7]=[C:6]([C:8]([O:10][CH3:11])=[O:9])[CH:5]=[CH:4][C:3]=1[F:12].[F:13][C:14]1[CH:15]=[C:16]([C:30]2([OH:36])[CH2:35][CH2:34][O:33][CH2:32][CH2:31]2)[CH:17]=[C:18]([F:29])[C:19]=1B1OC(C)(C)C(C)(C)O1. No catalyst specified. The product is [F:29][C:18]1[CH:17]=[C:16]([C:30]2([OH:36])[CH2:31][CH2:32][O:33][CH2:34][CH2:35]2)[CH:15]=[C:14]([F:13])[C:19]=1[C:2]1[N:7]=[C:6]([C:8]([O:10][CH3:11])=[O:9])[CH:5]=[CH:4][C:3]=1[F:12]. The yield is 0.280. (4) The reactants are Cl[C:2]1[N:7]=[C:6]([C:8]2[CH:13]=[CH:12][C:11]([C:14]([F:17])([F:16])[F:15])=[CH:10][CH:9]=2)[CH:5]=[CH:4][N:3]=1.[IH:18]. The catalyst is ClCCl. The product is [I:18][C:2]1[N:7]=[C:6]([C:8]2[CH:13]=[CH:12][C:11]([C:14]([F:17])([F:16])[F:15])=[CH:10][CH:9]=2)[CH:5]=[CH:4][N:3]=1. The yield is 0.951. (5) The yield is 0.750. The reactants are [CH3:1][C:2]1[CH:7]=[CH:6][C:5]([S:8]([O:11][CH2:12][CH:13]2[CH2:17][C:16]3[CH:18]=[CH:19][CH:20]=[C:21](Br)[C:15]=3[O:14]2)(=[O:10])=[O:9])=[CH:4][CH:3]=1.[Cl:23][C:24]1[CH:29]=[C:28]([Cl:30])[CH:27]=[CH:26][C:25]=1B(O)O.C(=O)([O-])[O-].[K+].[K+].CC1C=CC(S(OCC2CC3C(C4C=CC=CC=4)=CC=CC=3O2)(=O)=O)=CC=1. The catalyst is CC1C=CC=CC=1[P](C1C=CC=CC=1C)([Pd](Cl)(Cl)[P](C1=C(C)C=CC=C1)(C1C=CC=CC=1C)C1C=CC=CC=1C)C1C=CC=CC=1C. The product is [CH3:1][C:2]1[CH:7]=[CH:6][C:5]([S:8]([O:11][CH2:12][CH:13]2[CH2:17][C:16]3[CH:18]=[CH:19][CH:20]=[C:21]([C:27]4[CH:26]=[CH:25][C:24]([Cl:23])=[CH:29][C:28]=4[Cl:30])[C:15]=3[O:14]2)(=[O:10])=[O:9])=[CH:4][CH:3]=1.